Predict the product of the given reaction. From a dataset of Forward reaction prediction with 1.9M reactions from USPTO patents (1976-2016). (1) Given the reactants [Cl:1][C:2]1[C:11]([CH2:12]O)=[CH:10][C:9]2[C:4](=[CH:5][CH:6]=[C:7]([C:14]3[CH:19]=[CH:18][CH:17]=[CH:16][C:15]=3[CH3:20])[CH:8]=2)[N:3]=1.S(Cl)([Cl:23])=O, predict the reaction product. The product is: [Cl:1][C:2]1[C:11]([CH2:12][Cl:23])=[CH:10][C:9]2[C:4](=[CH:5][CH:6]=[C:7]([C:14]3[CH:19]=[CH:18][CH:17]=[CH:16][C:15]=3[CH3:20])[CH:8]=2)[N:3]=1. (2) Given the reactants [Cl:1][C:2]1[CH:8]=[CH:7][C:5]([NH2:6])=[C:4]([C:9]2[CH:14]=[C:13]([O:15][CH3:16])[N:12]=[CH:11][N:10]=2)[CH:3]=1.[C:17](O[C:17]([C:19]([F:22])([F:21])[F:20])=[O:18])([C:19]([F:22])([F:21])[F:20])=[O:18], predict the reaction product. The product is: [Cl:1][C:2]1[CH:8]=[CH:7][C:5]([NH:6][C:17](=[O:18])[C:19]([F:22])([F:21])[F:20])=[C:4]([C:9]2[CH:14]=[C:13]([O:15][CH3:16])[N:12]=[CH:11][N:10]=2)[CH:3]=1. (3) The product is: [CH3:1][O:2][C:3]([C:5]1([O:20][CH3:21])[CH2:9][CH2:8][NH:7][CH2:6]1)=[O:4]. Given the reactants [CH3:1][O:2][C:3]([C:5]1([O:20][CH3:21])[CH2:9][CH2:8][N:7](C(OCC2C=CC=CC=2)=O)[CH2:6]1)=[O:4], predict the reaction product. (4) Given the reactants [F:1][C:2]([F:15])([F:14])[C:3](=O)[CH2:4][C:5]([C:7]1[CH:12]=[CH:11][CH:10]=[CH:9][CH:8]=1)=O.[NH2:16][C:17]1[C:21]([C:22]([O:24][CH2:25][CH3:26])=[O:23])=[CH:20][NH:19][N:18]=1, predict the reaction product. The product is: [C:7]1([CH:5]2[CH2:4][CH:3]([C:2]([F:15])([F:14])[F:1])[N:18]3[N:19]=[CH:20][C:21]([C:22]([O:24][CH2:25][CH3:26])=[O:23])=[C:17]3[NH:16]2)[CH:12]=[CH:11][CH:10]=[CH:9][CH:8]=1. (5) Given the reactants Br[C:2]1[CH:3]=[C:4]([NH:10][C:11]2[CH:23]=[C:14]3[CH2:15][N:16]([CH:20]([CH3:22])[CH3:21])[C:17](=[O:19])[CH2:18][N:13]3[N:12]=2)[C:5](=[O:9])[N:6]([CH3:8])[CH:7]=1.[B:24]1([B:24]2[O:28][C:27]([CH3:30])([CH3:29])[C:26]([CH3:32])([CH3:31])[O:25]2)[O:28][C:27]([CH3:30])([CH3:29])[C:26]([CH3:32])([CH3:31])[O:25]1.C([O-])(=O)C.[K+], predict the reaction product. The product is: [CH:20]([N:16]1[C:17](=[O:19])[CH2:18][N:13]2[N:12]=[C:11]([NH:10][C:4]3[C:5](=[O:9])[N:6]([CH3:8])[CH:7]=[C:2]([B:24]4[O:28][C:27]([CH3:30])([CH3:29])[C:26]([CH3:32])([CH3:31])[O:25]4)[CH:3]=3)[CH:23]=[C:14]2[CH2:15]1)([CH3:22])[CH3:21].